Dataset: Catalyst prediction with 721,799 reactions and 888 catalyst types from USPTO. Task: Predict which catalyst facilitates the given reaction. (1) Reactant: C[O:2][C:3](=[O:15])[CH:4]([C:6]1[CH:7]=[CH:8][C:9]2[O:13][CH:12]=[N:11][C:10]=2[CH:14]=1)[CH3:5].[Li+].[OH-].C(O)(=O)C. Product: [O:13]1[C:9]2[CH:8]=[CH:7][C:6]([CH:4]([CH3:5])[C:3]([OH:15])=[O:2])=[CH:14][C:10]=2[N:11]=[CH:12]1. The catalyst class is: 20. (2) Reactant: O.[NH2:2][NH2:3].C(OCC)C.[CH3:9][C:10](=[CH:13][C:14]1[CH:19]=[CH:18][CH:17]=[CH:16][CH:15]=1)[CH:11]=O. Product: [CH3:9][CH:10]1[CH:13]([C:14]2[CH:19]=[CH:18][CH:17]=[CH:16][CH:15]=2)[NH:3][N:2]=[CH:11]1. The catalyst class is: 6. (3) Reactant: C(OC(=O)C)(=O)C.[CH2:8]([O:15][C:16]([C:18]1[CH:19]=[C:20]2[C:24](=[CH:25][CH:26]=1)[N:23]([CH2:27][CH:28]([OH:45])[CH2:29][O:30][C:31]1[CH:36]=[CH:35][C:34]([CH2:37][CH2:38][CH2:39][CH2:40][CH2:41][CH2:42][CH2:43][CH3:44])=[CH:33][CH:32]=1)[CH:22]=[C:21]2[C:46](=[O:59])[CH2:47][CH2:48][C:49]([O:51][CH2:52][C:53]1[CH:58]=[CH:57][CH:56]=[CH:55][CH:54]=1)=[O:50])=[O:17])[C:9]1[CH:14]=[CH:13][CH:12]=[CH:11][CH:10]=1.C(=O)([O-])O.[Na+].[Na+].[Cl-]. Product: [CH2:8]([O:15][C:16]([C:18]1[CH:19]=[C:20]2[C:24](=[CH:25][CH:26]=1)[N:23]([CH2:27][C:28](=[O:45])[CH2:29][O:30][C:31]1[CH:32]=[CH:33][C:34]([CH2:37][CH2:38][CH2:39][CH2:40][CH2:41][CH2:42][CH2:43][CH3:44])=[CH:35][CH:36]=1)[CH:22]=[C:21]2[C:46](=[O:59])[CH2:47][CH2:48][C:49]([O:51][CH2:52][C:53]1[CH:58]=[CH:57][CH:56]=[CH:55][CH:54]=1)=[O:50])=[O:17])[C:9]1[CH:14]=[CH:13][CH:12]=[CH:11][CH:10]=1. The catalyst class is: 16. (4) Reactant: [S:1]1[CH:5]=[CH:4][CH:3]=[C:2]1[CH2:6][C:7]#[N:8].[OH-].[Na+].[N:11](OC)=[O:12]. Product: [OH:12][N:11]=[C:6]([C:2]1[S:1][CH:5]=[CH:4][CH:3]=1)[C:7]#[N:8]. The catalyst class is: 5. (5) Reactant: [Br:1][C:2]1[C:7]([CH3:8])=[CH:6][C:5]([O:9][CH3:10])=[CH:4][C:3]=1[CH2:11][OH:12].[O-:13][Mn](=O)(=O)=O.[K+].OS([O-])=O.[Na+].[NH4+].[OH-]. Product: [Br:1][C:2]1[C:7]([CH3:8])=[CH:6][C:5]([O:9][CH3:10])=[CH:4][C:3]=1[C:11]([OH:13])=[O:12]. The catalyst class is: 21. (6) Reactant: [O:1]1[C:5]2[CH:6]=[CH:7][C:8]([N:10]3[C:19]4[C:14](=[CH:15][CH:16]=[CH:17][CH:18]=4)[N:13]=[C:12]([C:20](O)=[O:21])[C:11]3=[O:23])=[CH:9][C:4]=2[O:3][CH2:2]1.C(Cl)(=O)C([Cl:27])=O.CN(C)C=O. Product: [O:1]1[C:5]2[CH:6]=[CH:7][C:8]([N:10]3[C:19]4[C:14](=[CH:15][CH:16]=[CH:17][CH:18]=4)[N:13]=[C:12]([C:20]([Cl:27])=[O:21])[C:11]3=[O:23])=[CH:9][C:4]=2[O:3][CH2:2]1. The catalyst class is: 4.